Task: Predict the product of the given reaction.. Dataset: Forward reaction prediction with 1.9M reactions from USPTO patents (1976-2016) (1) Given the reactants C(N1C=CN=C1)(N1C=CN=C1)=O.[F:13][C:14]1[CH:15]=[C:16]([NH2:24])[C:17](=[CH:21][C:22]=1[F:23])[C:18]([OH:20])=O.Cl.[CH2:26]([O:33][NH2:34])[C:27]1[CH:32]=[CH:31][CH:30]=[CH:29][CH:28]=1.C(N(CC)CC)C, predict the reaction product. The product is: [NH2:24][C:16]1[CH:15]=[C:14]([F:13])[C:22]([F:23])=[CH:21][C:17]=1[C:18]([NH:34][O:33][CH2:26][C:27]1[CH:32]=[CH:31][CH:30]=[CH:29][CH:28]=1)=[O:20]. (2) Given the reactants [Cl:1][C:2]1[C:11]([NH2:12])=[C:10]([NH:13][C@@H:14]([C:16]2[CH:21]=[CH:20][CH:19]=[CH:18][CH:17]=2)[CH3:15])[C:9]2[C:4](=[CH:5][CH:6]=[CH:7][CH:8]=2)[N:3]=1.[N:22]#[C:23][Br:24], predict the reaction product. The product is: [BrH:24].[Cl:1][C:2]1[C:11]2[N:12]=[C:23]([NH2:22])[N:13]([C@@H:14]([C:16]3[CH:21]=[CH:20][CH:19]=[CH:18][CH:17]=3)[CH3:15])[C:10]=2[C:9]2[CH:8]=[CH:7][CH:6]=[CH:5][C:4]=2[N:3]=1. (3) Given the reactants [NH2:1][C:2]1[CH:7]=[CH:6][C:5]([C:8]([CH3:12])([CH3:11])[C:9]#[N:10])=[CH:4][C:3]=1[O:13][CH3:14].[CH3:15][O:16][C:17]1[CH:18]=[C:19]([CH:23]=[CH:24][C:25]=1[O:26][CH3:27])[C:20](Cl)=[O:21].C(N(CC)CC)C, predict the reaction product. The product is: [C:9]([C:8]([CH3:12])([CH3:11])[C:5]1[CH:6]=[CH:7][C:2]([NH:1][C:20](=[O:21])[C:19]2[CH:23]=[CH:24][C:25]([O:26][CH3:27])=[C:17]([O:16][CH3:15])[CH:18]=2)=[C:3]([O:13][CH3:14])[CH:4]=1)#[N:10]. (4) Given the reactants [Cl:1][C:2]1[CH:3]=[C:4]([CH:7]=[C:8]([Cl:10])[CH:9]=1)[CH2:5][OH:6].[C:11](Cl)([Cl:13])=[O:12], predict the reaction product. The product is: [Cl:13][C:11]([O:6][CH2:5][C:4]1[CH:3]=[C:2]([Cl:1])[CH:9]=[C:8]([Cl:10])[CH:7]=1)=[O:12]. (5) Given the reactants [CH3:1][C:2]1[CH2:3][CH2:4][C@H:5]([C:7]([O:9][CH3:10])=[O:8])[N:6]=1, predict the reaction product. The product is: [CH3:1][C@H:2]1[NH:6][C@@H:5]([C:7]([O:9][CH3:10])=[O:8])[CH2:4][CH2:3]1.